The task is: Predict which catalyst facilitates the given reaction.. This data is from Catalyst prediction with 721,799 reactions and 888 catalyst types from USPTO. Reactant: [CH3:1][C:2]1([CH3:13])[CH2:7][CH2:6][C:5](=[O:8])[CH2:4][C@@H:3]1[C:9]([O:11][CH3:12])=[O:10].C(C1C=CC=C(C(C)(C)C)N=1)(C)(C)C.[O:28](S(C(F)(F)F)(=O)=O)[S:29]([C:32]([F:35])([F:34])[F:33])(=O)=[O:30]. Product: [CH3:1][C:2]1([CH3:13])[C@@H:3]([C:9]([O:11][CH3:12])=[O:10])[CH2:4][C:5]([O:8][S:29]([C:32]([F:35])([F:34])[F:33])(=[O:30])=[O:28])=[CH:6][CH2:7]1. The catalyst class is: 26.